From a dataset of Drug-target binding data from BindingDB using IC50 measurements. Regression. Given a target protein amino acid sequence and a drug SMILES string, predict the binding affinity score between them. We predict pIC50 (pIC50 = -log10(IC50 in M); higher means more potent). Dataset: bindingdb_ic50. (1) The small molecule is COc1ncc(F)cc1[C@H]1CCCN1c1ccn2ncc(C(=O)N3CC(O)C3)c2n1. The target protein sequence is FRAIIRDLNSLFTPDYELLTENDMLPNMRIGALGFSGAFEDRDPTQFEERHLKFLQQLGKGNFGSVEMCRYDPLQDNTGEVVAVKKLQHSTEEHLRDFEREIEILKSLQHDNIVKYKGVCYSAGRRNLKLIMEYLPYGSLRDYLQKHKERIDHIKLLQYTSQICKGMEYLGTKRYIHRDLATRNILVENENRVKIGDFGLTKVLPQDKEYYKVKEPGESPIFWYAPESLTESKFSVASDVWSFGVVLYELFTYIEKSKSPPAEFMRMIGNDKQGQMIVFHLIELLKNNGRLPRPDGCPDEIYMIMTECWNNNVNQRPSFRDLALRVDQIRDNMAG. The pIC50 is 6.0. (2) The small molecule is CS(=O)(=O)c1ccc(-c2cnc(NCc3ccco3)n3cnnc23)cc1. The target protein sequence is DPDELPLDEHCERLPYDASKWEFPRDRLKLGKPLGRGAFGQVIEADAFGIDKTATCRTVAVKMLKEGATHSEHRALMSELKILIHIGHHLNVVNLLGACTKPGGPLMVIVEFCKFGNLSTYLRSKRNEFVPYKTKGARFRQGKDYVGAIPVDLKRRLDSITSSQSSASSGFVEEKSLSDVEEEEAPEDLYKDFLTLEHLICYSFQVAKGMEFLASRKCIHRDLAARNILLSEKNVVKICDFGLARDIYKDPDYVRKGDARLPLKWMAPETIFDRVYTIQSDVWSFGVLLWEIFSLGASPYPGVKIDEEFCRRLKEGTRMRAPDYTTPEMYQTMLDCWHGEPSQRPTFSELVEHLGNLLQANAQQDGKDYIVLPISETLSMEEDSGLSLPTSPVSCMEEEEVCDPKFHYDNTAGISQYLQNSKRKSRPVSVKTFEDIPLEEPEVKVIPDDNQTDSGMVLASEELKTLEDRTKLSPSFGGMVPSKSRESVASEGSNQTSGYQ.... The pIC50 is 5.0. (3) The small molecule is NC(=O)c1cccnc1. The target protein (Q9NXA8) has sequence MRPLQIVPSRLISQLYCGLKPPASTRNQICLKMARPSSSMADFRKFFAKAKHIVIISGAGVSAESGVPTFRGAGGYWRKWQAQDLATPLAFAHNPSRVWEFYHYRREVMGSKEPNAGHRAIAECETRLGKQGRRVVVITQNIDELHRKAGTKNLLEIHGSLFKTRCTSCGVVAENYKSPICPALSGKGAPEPGTQDASIPVEKLPRCEEAGCGGLLRPHVVWFGENLDPAILEEVDRELAHCDLCLVVGTSSVVYPAAMFAPQVAARGVPVAEFNTETTPATNRFRFHFQGPCGTTLPEALACHENETVS. The pIC50 is 4.3. (4) The small molecule is CCC(C)c1ncc(CNCCOC)n1-c1ccc(C(O)(C(F)(F)F)C(F)(F)F)cc1. The target protein (O95822) has sequence MRGFGPGLTARRLLPLRLPPRPPGPRLASGQAAGALERAMDELLRRAVPPTPAYELREKTPAPAEGQCADFVSFYGGLAETAQRAELLGRLARGFGVDHGQVAEQSAGVLHLRQQQREAAVLLQAEDRLRYALVPRYRGLFHHISKLDGGVRFLVQLRADLLEAQALKLVEGPDVREMNGVLKGMLSEWFSSGFLNLERVTWHSPCEVLQKISEAEAVHPVKNWMDMKRRVGPYRRCYFFSHCSTPGEPLVVLHVALTGDISSNIQAIVKEHPPSETEEKNKITAAIFYSISLTQQGLQGVELGTFLIKRVVKELQREFPHLGVFSSLSPIPGFTKWLLGLLNSQTKEHGRNELFTDSECKEISEITGGPINETLKLLLSSSEWVQSEKLVRALQTPLMRLCAWYLYGEKHRGYALNPVANFHLQNGAVLWRINWMADVSLRGITGSCGLMANYRYFLEETGPNSTSYLGSKIIKASEQVLSLVAQFQKNSKL. The pIC50 is 3.5.